Dataset: Full USPTO retrosynthesis dataset with 1.9M reactions from patents (1976-2016). Task: Predict the reactants needed to synthesize the given product. (1) Given the product [ClH:16].[NH2:15][CH2:14][CH:4]([C:3]1[CH:6]=[CH:7][CH:8]=[CH:9][C:2]=1[F:1])[OH:5], predict the reactants needed to synthesize it. The reactants are: [F:1][C:2]1[CH:9]=[CH:8][CH:7]=[CH:6][C:3]=1[CH:4]=[O:5].C[Si]([C:14]#[N:15])(C)C.[Cl:16]CCl. (2) Given the product [CH2:25]([O:3][C:2]([CH:4]=[CH:5][C:6]1[CH:24]=[CH:23][C:9]([O:10][CH2:11][CH2:12][CH2:13][CH2:14][CH2:15][CH2:16][O:17][C:18](=[O:22])[C:19]([CH3:21])=[CH2:20])=[CH:8][CH:7]=1)=[O:1])[CH2:26][CH2:27][CH2:28][CH3:29], predict the reactants needed to synthesize it. The reactants are: [OH:1][C:2]([CH:4]=[CH:5][C:6]1[CH:24]=[CH:23][C:9]([O:10][CH2:11][CH2:12][CH2:13][CH2:14][CH2:15][CH2:16][O:17][C:18](=[O:22])[C:19]([CH3:21])=[CH2:20])=[CH:8][CH:7]=1)=[O:3].[CH2:25](O)[CH2:26][CH2:27][CH2:28][CH3:29].C1(N=C=NC2CCCCC2)CCCCC1. (3) Given the product [CH2:49]([C:37]([OH:38])([CH2:43][CH3:44])[CH2:36][O:35][C@H:32]1[CH2:33][CH2:34][C@H:29]([N:18]2[C:17](=[O:42])[C:16]([CH2:15][C:12]3[CH:13]=[CH:14][C:9]([C:4]4[C:3]([C:1]#[N:2])=[CH:8][CH:7]=[CH:6][CH:5]=4)=[CH:10][CH:11]=3)=[C:21]([CH2:22][CH2:23][CH3:24])[N:20]3[N:25]=[C:26]([CH3:28])[N:27]=[C:19]23)[CH2:30][CH2:31]1)[CH3:50], predict the reactants needed to synthesize it. The reactants are: [C:1]([C:3]1[CH:8]=[CH:7][CH:6]=[CH:5][C:4]=1[C:9]1[CH:14]=[CH:13][C:12]([CH2:15][C:16]2[C:17](=[O:42])[N:18]([CH:29]3[CH2:34][CH2:33][CH:32]([O:35][CH2:36][C:37](OCC)=[O:38])[CH2:31][CH2:30]3)[C:19]3[N:20]([N:25]=[C:26]([CH3:28])[N:27]=3)[C:21]=2[CH2:22][CH2:23][CH3:24])=[CH:11][CH:10]=1)#[N:2].[CH2:43]([Mg]Br)[CH3:44].Cl.O1CC[CH2:50][CH2:49]1. (4) Given the product [S:14]1[CH:15]=[CH:16][CH:17]=[C:13]1[CH2:7][CH2:8][CH2:9][C:10]([OH:12])=[O:11], predict the reactants needed to synthesize it. The reactants are: O.NN.[OH-].[K+].O=[C:7]([C:13]1[S:14][CH:15]=[CH:16][CH:17]=1)[CH2:8][CH2:9][C:10]([OH:12])=[O:11]. (5) Given the product [CH3:15][C:14]1[CH:16]=[CH:17][C:11]([S:8]([O:7][CH2:1][CH2:2][C:3]#[C:4][CH2:5][CH3:6])(=[O:10])=[O:9])=[CH:12][CH:13]=1, predict the reactants needed to synthesize it. The reactants are: [CH2:1]([OH:7])[CH2:2][C:3]#[C:4][CH2:5][CH3:6].[S:8](Cl)([C:11]1[CH:17]=[CH:16][C:14]([CH3:15])=[CH:13][CH:12]=1)(=[O:10])=[O:9].CCN(CC)CC. (6) Given the product [C:1]1([CH2:7][C:8]([NH:11][NH:12][C:13](=[S:14])[NH2:15])=[O:9])[CH:6]=[CH:5][CH:4]=[CH:3][CH:2]=1, predict the reactants needed to synthesize it. The reactants are: [C:1]1([CH2:7][C:8](Cl)=[O:9])[CH:6]=[CH:5][CH:4]=[CH:3][CH:2]=1.[NH2:11][NH:12][C:13]([NH2:15])=[S:14].N1C=CC=CC=1.N. (7) Given the product [Cl:21][C:4]1[C:3]([CH3:22])=[C:2]([B:39]2[O:43][C:42]([CH3:45])([CH3:44])[C:41]([CH3:47])([CH3:46])[O:40]2)[CH:18]=[C:17]([O:19][CH3:20])[C:5]=1[O:6][Si:7]([CH:14]([CH3:16])[CH3:15])([CH:11]([CH3:13])[CH3:12])[CH:8]([CH3:10])[CH3:9], predict the reactants needed to synthesize it. The reactants are: Br[C:2]1[CH:18]=[C:17]([O:19][CH3:20])[C:5]([O:6][Si:7]([CH:14]([CH3:16])[CH3:15])([CH:11]([CH3:13])[CH3:12])[CH:8]([CH3:10])[CH3:9])=[C:4]([Cl:21])[C:3]=1[CH3:22].C(=O)=O.CC(C)=O.[Li]CCCC.C(O[B:39]1[O:43][C:42]([CH3:45])([CH3:44])[C:41]([CH3:47])([CH3:46])[O:40]1)(C)C.